Dataset: Full USPTO retrosynthesis dataset with 1.9M reactions from patents (1976-2016). Task: Predict the reactants needed to synthesize the given product. (1) Given the product [CH2:11]([O:13][CH:14]([O:26][CH2:27][CH3:28])[N:15]1[C:23]2[C:18](=[CH:19][CH:20]=[CH:21][CH:22]=2)[C:17]([C:24]#[N:25])=[C:16]1[CH:8]=[O:9])[CH3:12], predict the reactants needed to synthesize it. The reactants are: C([Li])(C)(C)C.C1C[O:9][CH2:8]C1.[CH2:11]([O:13][CH:14]([O:26][CH2:27][CH3:28])[N:15]1[C:23]2[C:18](=[CH:19][CH:20]=[CH:21][CH:22]=2)[C:17]([C:24]#[N:25])=[CH:16]1)[CH3:12]. (2) The reactants are: N#N.[CH2:3]([P:7]([CH2:12][CH2:13][CH2:14][CH3:15])[CH2:8][CH2:9][CH2:10][CH3:11])[CH2:4][CH2:5][CH3:6].[N-:16]([S:24]([C:27]([F:30])([F:29])[F:28])(=[O:26])=[O:25])[S:17]([C:20]([F:23])([F:22])[F:21])(=[O:19])=[O:18].[C:31](=O)(OC)OC. Given the product [F:30][C:27]([F:28])([F:29])[S:24]([N-:16][S:17]([C:20]([F:21])([F:22])[F:23])(=[O:18])=[O:19])(=[O:25])=[O:26].[CH3:31][P+:7]([CH2:3][CH2:4][CH2:5][CH3:6])([CH2:8][CH2:9][CH2:10][CH3:11])[CH2:12][CH2:13][CH2:14][CH3:15], predict the reactants needed to synthesize it. (3) Given the product [F:1][C:2]([F:7])([F:6])[C:3]([OH:5])=[O:4].[Cl:8][C:9]1[CH:14]=[CH:13][C:12]([C:15]2[CH:16]=[CH:17][C:18]([NH:21][C:22](=[O:42])[C:23]#[C:24][C:25]3[CH:30]=[CH:29][C:28]([C:31]4([NH2:34])[CH2:32][CH2:33]4)=[CH:27][CH:26]=3)=[CH:19][CH:20]=2)=[CH:11][CH:10]=1, predict the reactants needed to synthesize it. The reactants are: [F:1][C:2]([F:7])([F:6])[C:3]([OH:5])=[O:4].[Cl:8][C:9]1[CH:14]=[CH:13][C:12]([C:15]2[CH:20]=[CH:19][C:18]([NH:21][C:22](=[O:42])[C:23]#[C:24][C:25]3[CH:30]=[CH:29][C:28]([C:31]4([NH:34]C(OC(C)(C)C)=O)[CH2:33][CH2:32]4)=[CH:27][CH:26]=3)=[CH:17][CH:16]=2)=[CH:11][CH:10]=1. (4) The reactants are: [CH3:1][C:2]1[N:3]=[CH:4][C:5]2[CH:11]=[C:10]([C:12]([O:14]CC)=[O:13])[C:9](=[O:17])[NH:8][C:6]=2[N:7]=1.O.[OH-].[Li+]. Given the product [CH3:1][C:2]1[N:3]=[CH:4][C:5]2[CH:11]=[C:10]([C:12]([OH:14])=[O:13])[C:9](=[O:17])[NH:8][C:6]=2[N:7]=1, predict the reactants needed to synthesize it.